This data is from Full USPTO retrosynthesis dataset with 1.9M reactions from patents (1976-2016). The task is: Predict the reactants needed to synthesize the given product. (1) Given the product [C:1]([C:5]1[O:9][N:8]=[C:7]([NH:10][C:11]([CH:13]2[CH2:18][O:17][CH2:16][CH2:15][N:14]2[S:27]([C:24]2[CH:25]=[CH:26][C:21]([Cl:20])=[CH:22][CH:23]=2)(=[O:29])=[O:28])=[O:12])[CH:6]=1)([CH3:4])([CH3:2])[CH3:3], predict the reactants needed to synthesize it. The reactants are: [C:1]([C:5]1[O:9][N:8]=[C:7]([NH:10][C:11]([CH:13]2[CH2:18][O:17][CH2:16][CH2:15][NH:14]2)=[O:12])[CH:6]=1)([CH3:4])([CH3:3])[CH3:2].Cl.[Cl:20][C:21]1[CH:26]=[CH:25][C:24]([S:27](Cl)(=[O:29])=[O:28])=[CH:23][CH:22]=1.C(N(CC)C(C)C)(C)C. (2) The reactants are: [NH2:1][C:2]1[N:7]=[C:6]([Cl:8])[C:5]([CH:9]=[O:10])=[C:4]([Cl:11])[N:3]=1.[CH3:12][Mg+].[Br-]. Given the product [NH2:1][C:2]1[N:3]=[C:4]([Cl:11])[C:5]([CH:9]([OH:10])[CH3:12])=[C:6]([Cl:8])[N:7]=1, predict the reactants needed to synthesize it. (3) Given the product [Cl:1][C:2]1[N:7]=[C:6]([C:8]2[S:44][C:42]([N:37]3[CH2:41][CH2:40][CH2:39][CH2:38]3)=[N:43][C:9]=2[C:11]2[CH:12]=[C:13]([NH:17][S:18]([C:21]3[C:26]([F:27])=[CH:25][CH:24]=[CH:23][C:22]=3[F:28])(=[O:20])=[O:19])[CH:14]=[CH:15][CH:16]=2)[CH:5]=[CH:4][N:3]=1, predict the reactants needed to synthesize it. The reactants are: [Cl:1][C:2]1[N:7]=[C:6]([CH2:8][C:9]([C:11]2[CH:12]=[C:13]([NH:17][S:18]([C:21]3[C:26]([F:27])=[CH:25][CH:24]=[CH:23][C:22]=3[F:28])(=[O:20])=[O:19])[CH:14]=[CH:15][CH:16]=2)=O)[CH:5]=[CH:4][N:3]=1.C1C(=O)N(Br)C(=O)C1.[N:37]1([C:42](=[S:44])[NH2:43])[CH2:41][CH2:40][CH2:39][CH2:38]1. (4) Given the product [CH3:22][N:21]([CH2:20][CH2:19][CH2:18][O:17][C:5]1[CH:6]=[CH:7][C:8]2[C:9]([C:13]([F:15])([F:14])[F:16])=[N:10][O:11][C:12]=2[C:4]=1[CH2:1][CH2:2][CH3:3])[C:26]([NH2:33])=[O:25], predict the reactants needed to synthesize it. The reactants are: [CH2:1]([C:4]1[C:12]2[O:11][N:10]=[C:9]([C:13]([F:16])([F:15])[F:14])[C:8]=2[CH:7]=[CH:6][C:5]=1[O:17][CH2:18][CH2:19][CH2:20][NH:21][CH3:22])[CH2:2][CH3:3].O=C(Cl)[O:25][C:26](Cl)(Cl)Cl.CC[N:33](CC)CC.[OH-].[NH4+]. (5) Given the product [CH3:1][C:2]1[N:3]([CH:8]2[CH2:13][CH2:12][N:11]([C:22]3[CH:23]=[CH:15][CH:16]=[CH:17][C:18]=3[C:19]([O:21][C:30]([CH3:32])([CH3:33])[CH3:31])=[O:20])[CH2:10][CH2:9]2)[C:4]([CH3:7])=[CH:5][CH:6]=1, predict the reactants needed to synthesize it. The reactants are: [CH3:1][C:2]1[N:3]([CH:8]2[CH2:13][CH2:12][NH:11][CH2:10][CH2:9]2)[C:4]([CH3:7])=[CH:5][CH:6]=1.F[C:15]1[CH:23]=[CH:22][C:18]([C:19]([OH:21])=[O:20])=[CH:17][CH:16]=1.C(N([CH:30]([CH3:32])[CH3:31])CC)(C)C.[C:33](=O)([O-])[O-].[K+].[K+]. (6) Given the product [CH3:1][O:2][C:3]1[CH:4]=[C:5]2[C:10](=[CH:11][C:12]=1[O:13][CH3:14])[N:9]=[CH:8][N:7]=[C:6]2[O:15][C:16]1[CH:22]=[CH:21][C:19]([NH:20][C:34]([NH:53][CH2:52][CH2:51][N:48]2[CH2:49][CH2:50][O:45][CH2:46][CH2:47]2)=[O:36])=[C:18]([N+:23]([O-:25])=[O:24])[CH:17]=1, predict the reactants needed to synthesize it. The reactants are: [CH3:1][O:2][C:3]1[CH:4]=[C:5]2[C:10](=[CH:11][C:12]=1[O:13][CH3:14])[N:9]=[CH:8][N:7]=[C:6]2[O:15][C:16]1[CH:22]=[CH:21][C:19]([NH2:20])=[C:18]([N+:23]([O-:25])=[O:24])[CH:17]=1.C(N(CC)CC)C.Cl[C:34](Cl)([O:36]C(=O)OC(Cl)(Cl)Cl)Cl.[O:45]1[CH2:50][CH2:49][N:48]([CH2:51][CH2:52][NH2:53])[CH2:47][CH2:46]1.